From a dataset of Reaction yield outcomes from USPTO patents with 853,638 reactions. Predict the reaction yield, written as a fraction of the theoretical maximum amount of product (1.0 means a 100% yield; for example, 0.34 means a 34% yield). The reactants are O=S1(=O)CCC[N:3]1[C:7]1[CH:12]=[CH:11][C:10]([C:13]2[N:14](CC)[C:15]3[C:20]([C:21]=2[C:22]#[N:23])=[CH:19][CH:18]=[C:17]([O:24][C:25](F)(F)F)[CH:16]=3)=[CH:9][CH:8]=1.[CH:32]([O:35][C:36](Cl)=[O:37])([CH3:34])[CH3:33].N1[CH:44]=[CH:43][CH:42]=CC=1. The catalyst is C1(C)C=CC=CC=1.O. The product is [CH:32]([O:35][C:36](=[O:37])[NH:3][C:7]1[CH:12]=[CH:11][C:10]([C:13]2[N:14]([CH:42]3[CH2:43][CH2:44]3)[C:15]3[C:20]([C:21]=2[C:22]#[N:23])=[CH:19][CH:18]=[C:17]([O:24][CH3:25])[CH:16]=3)=[CH:9][CH:8]=1)([CH3:34])[CH3:33]. The yield is 0.850.